From a dataset of Full USPTO retrosynthesis dataset with 1.9M reactions from patents (1976-2016). Predict the reactants needed to synthesize the given product. (1) The reactants are: [NH2:1][C:2]1[CH:7]=[C:6]([C:8]([OH:10])=[O:9])[CH:5]=[CH:4][C:3]=1[S:11][C:12]1[CH:20]=[CH:19][C:18]([Cl:21])=[CH:17][C:13]=1[C:14](O)=[O:15]. Given the product [Cl:21][C:18]1[CH:19]=[CH:20][C:12]2[S:11][C:3]3[CH:4]=[CH:5][C:6]([C:8]([OH:10])=[O:9])=[CH:7][C:2]=3[NH:1][C:14](=[O:15])[C:13]=2[CH:17]=1, predict the reactants needed to synthesize it. (2) Given the product [CH2:1]([O:3][C:4]([C:6]1[CH:10]=[CH:9][N:8]([CH2:13][CH2:14][C:15]2[CH:20]=[CH:19][CH:18]=[CH:17][CH:16]=2)[C:7]=1[CH3:11])=[O:5])[CH3:2], predict the reactants needed to synthesize it. The reactants are: [CH2:1]([O:3][C:4]([C:6]1[CH:10]=[CH:9][NH:8][C:7]=1[CH3:11])=[O:5])[CH3:2].Br[CH2:13][CH2:14][C:15]1[CH:20]=[CH:19][CH:18]=[CH:17][CH:16]=1.[H-].[Na+]. (3) Given the product [Cl:14][C:10]1[CH:9]=[C:8]([C:6]2[N:7]=[C:2]([NH:32][C:29]3[CH:28]=[CH:27][C:26]([CH2:25][CH2:20][C:19]([NH2:18])=[O:33])=[CH:31][CH:30]=3)[C:3]3[CH2:17][CH2:16][CH2:15][C:4]=3[N:5]=2)[CH:13]=[CH:12][CH:11]=1, predict the reactants needed to synthesize it. The reactants are: Cl[C:2]1[C:3]2[CH2:17][CH2:16][CH2:15][C:4]=2[N:5]=[C:6]([C:8]2[CH:13]=[CH:12][CH:11]=[C:10]([Cl:14])[CH:9]=2)[N:7]=1.[NH2:18][C:19](=[O:33])[CH:20]([CH2:25][C:26]1[CH:31]=[CH:30][C:29]([NH2:32])=[CH:28][CH:27]=1)C(OC)=O. (4) The reactants are: Cl.Cl.Cl.[CH3:4][N:5]1[CH2:10][CH2:9][N:8]([C:11]2[CH:16]=[C:15]([C:17]3[CH:26]=[C:25]4[C:20]([CH2:21][CH2:22][NH:23][CH2:24]4)=[CH:19][CH:18]=3)[N:14]=[C:13]([NH2:27])[N:12]=2)[CH2:7][CH2:6]1.F[P-](F)(F)(F)(F)F.N1(O[P+](N(C)C)(N(C)C)N(C)C)C2C=CC=CC=2N=N1.C(N(CC)CC)C.[N:62]1([C:67]2[N:72]=[CH:71][C:70]([CH2:73][C:74](O)=[O:75])=[CH:69][CH:68]=2)[CH2:66][CH2:65][CH2:64][CH2:63]1. Given the product [CH3:4][N:5]1[CH2:6][CH2:7][N:8]([C:11]2[CH:16]=[C:15]([C:17]3[CH:26]=[C:25]4[C:20]([CH2:21][CH2:22][N:23]([C:74](=[O:75])[CH2:73][C:70]5[CH:71]=[N:72][C:67]([N:62]6[CH2:63][CH2:64][CH2:65][CH2:66]6)=[CH:68][CH:69]=5)[CH2:24]4)=[CH:19][CH:18]=3)[N:14]=[C:13]([NH2:27])[N:12]=2)[CH2:9][CH2:10]1, predict the reactants needed to synthesize it.